From a dataset of Reaction yield outcomes from USPTO patents with 853,638 reactions. Predict the reaction yield, written as a fraction of the theoretical maximum amount of product (1.0 means a 100% yield; for example, 0.34 means a 34% yield). (1) The reactants are I[C:2]1[CH:3]=[C:4]([N:11]2[CH2:16][CH2:15][O:14][CH2:13][CH2:12]2)[CH:5]=[C:6]([N+:8]([O-:10])=[O:9])[CH:7]=1.[O:17]1[C:21]2([CH2:26][CH2:25][NH:24][CH2:23][CH2:22]2)[O:20][CH2:19][CH2:18]1.C1(C)C=CC=CC=1. The catalyst is C(Cl)Cl. The product is [O:14]1[CH2:15][CH2:16][N:11]([C:4]2[CH:3]=[C:2]([N:24]3[CH2:25][CH2:26][C:21]4([O:20][CH2:19][CH2:18][O:17]4)[CH2:22][CH2:23]3)[CH:7]=[C:6]([N+:8]([O-:10])=[O:9])[CH:5]=2)[CH2:12][CH2:13]1. The yield is 0.644. (2) The reactants are ClCCl.[CH2:4]([NH:11][C:12](=[O:37])[C@H:13]([OH:36])[CH:14]([NH:17][C:18](=[O:35])[CH2:19][CH2:20][S:21]([CH2:24][C:25]1[CH:30]=[CH:29][CH:28]=[CH:27][C:26]=1[O:31][CH:32]([F:34])[F:33])(=[O:23])=[O:22])[CH2:15][CH3:16])[C:5]1[CH:10]=[CH:9][CH:8]=[CH:7][CH:6]=1.CC(OI1(OC(C)=O)(OC(C)=O)OC(=O)C2C=CC=CC1=2)=O.[O-]S([O-])(=S)=O.[Na+].[Na+]. The catalyst is C([O-])(O)=O.[Na+]. The product is [CH2:4]([NH:11][C:12](=[O:37])[C:13](=[O:36])[C@@H:14]([NH:17][C:18](=[O:35])[CH2:19][CH2:20][S:21]([CH2:24][C:25]1[CH:30]=[CH:29][CH:28]=[CH:27][C:26]=1[O:31][CH:32]([F:34])[F:33])(=[O:23])=[O:22])[CH2:15][CH3:16])[C:5]1[CH:6]=[CH:7][CH:8]=[CH:9][CH:10]=1. The yield is 0.260. (3) The reactants are [Cl:1][C:2]1[CH:24]=[N:23][C:5]2[N:6](COCC[Si](C)(C)C)[C:7]3[CH:12]=[N:11][C:10]([C:13]#[N:14])=[CH:9][C:8]=3[C:4]=2[CH:3]=1.CCCC[N+](CCCC)(CCCC)CCCC.[F-]. The catalyst is C1COCC1. The product is [Cl:1][C:2]1[CH:24]=[N:23][C:5]2[NH:6][C:7]3[CH:12]=[N:11][C:10]([C:13]#[N:14])=[CH:9][C:8]=3[C:4]=2[CH:3]=1. The yield is 0.660. (4) The reactants are [CH3:1][O:2][C:3]1[C:8]2[O:9][CH2:10][O:11][C:7]=2[CH:6]=[C:5]([CH2:12]O)[CH:4]=1.C([O-])(O)=O.[Na+].O=S(Cl)[Cl:21]. No catalyst specified. The product is [Cl:21][CH2:12][C:5]1[CH:4]=[C:3]([O:2][CH3:1])[C:8]2[O:9][CH2:10][O:11][C:7]=2[CH:6]=1. The yield is 0.940. (5) The reactants are [Cl:1][C:2]1[C:7]([C:8]([F:11])([F:10])[F:9])=[CH:6][C:5](I)=[CH:4][N:3]=1.C1(P(C2C=CC=CC=2)C2C=CC3C(=CC=CC=3)C=2C2C3C(=CC=CC=3)C=CC=2P(C2C=CC=CC=2)C2C=CC=CC=2)C=CC=CC=1.C(N(CC)CC)C.C(=O)([O-])[O-].[Cs+].[Cs+]. The catalyst is C1(C)C=CC=CC=1.C([O-])(=O)C.[Pd+2].C([O-])(=O)C. The product is [Cl:1][C:2]1[C:7]([C:8]([F:9])([F:10])[F:11])=[CH:6][CH:5]=[CH:4][N:3]=1. The yield is 0.400.